From a dataset of Peptide-MHC class II binding affinity with 134,281 pairs from IEDB. Regression. Given a peptide amino acid sequence and an MHC pseudo amino acid sequence, predict their binding affinity value. This is MHC class II binding data. The peptide sequence is TLWQRPVVTIKIGGQLKEAL. The MHC is HLA-DQA10301-DQB10302 with pseudo-sequence HLA-DQA10301-DQB10302. The binding affinity (normalized) is 0.